Task: Predict the reactants needed to synthesize the given product.. Dataset: Full USPTO retrosynthesis dataset with 1.9M reactions from patents (1976-2016) Given the product [CH:1]1([C:4]2[C:5]([O:26][CH2:27][CH:28]3[CH2:29][CH2:30]3)=[CH:6][C:7]([C:10]3[N:14]=[C:13]([C:15]4([NH2:19])[CH2:18][O:17][CH2:16]4)[O:12][N:11]=3)=[N:8][CH:9]=2)[CH2:3][CH2:2]1, predict the reactants needed to synthesize it. The reactants are: [CH:1]1([C:4]2[C:5]([O:26][CH2:27][CH:28]3[CH2:30][CH2:29]3)=[CH:6][C:7]([C:10]3[N:14]=[C:13]([C:15]4([NH:19]C(=O)C(F)(F)F)[CH2:18][O:17][CH2:16]4)[O:12][N:11]=3)=[N:8][CH:9]=2)[CH2:3][CH2:2]1.CO.